Predict the reaction yield, written as a fraction of the theoretical maximum amount of product (1.0 means a 100% yield; for example, 0.34 means a 34% yield). From a dataset of Reaction yield outcomes from USPTO patents with 853,638 reactions. The reactants are [C:1]([C:3]1[C:4]([I:17])=[C:5]([C:12]([O:14][CH2:15][CH3:16])=[O:13])[S:6][C:7]=1S(C)(=O)=O)#[N:2].O1CCOCC1.[NH:24]1[CH2:29][CH2:28][O:27][CH2:26][CH2:25]1. The catalyst is O. The product is [C:1]([C:3]1[C:4]([I:17])=[C:5]([C:12]([O:14][CH2:15][CH3:16])=[O:13])[S:6][C:7]=1[N:24]1[CH2:29][CH2:28][O:27][CH2:26][CH2:25]1)#[N:2]. The yield is 0.820.